This data is from Forward reaction prediction with 1.9M reactions from USPTO patents (1976-2016). The task is: Predict the product of the given reaction. (1) Given the reactants [NH2:1][C:2]1[N:3]=[C:4]2[CH:9]=[CH:8][C:7]([O:10][C:11]3[CH:12]=[C:13]([NH:17][C:18](=[O:29])[C:19]4[CH:24]=[CH:23][CH:22]=[C:21]([C:25]([F:28])([F:27])[F:26])[CH:20]=4)[CH:14]=[CH:15][CH:16]=3)=[N:6][N:5]2[CH:30]=1.C(OC([N:38]1[CH2:42][CH2:41][CH:40]([C:43](O)=[O:44])[CH2:39]1)=O)(C)(C)C.Cl.CN(C)CCCN=C=NCC.ON1C2C=CC=CC=2N=N1.[Cl-].[NH4+].FC(F)(F)C(O)=O.C(=O)([O-])O.[Na+], predict the reaction product. The product is: [F:26][C:25]([F:28])([F:27])[C:21]1[CH:20]=[C:19]([CH:24]=[CH:23][CH:22]=1)[C:18]([NH:17][C:13]1[CH:12]=[C:11]([CH:16]=[CH:15][CH:14]=1)[O:10][C:7]1[CH:8]=[CH:9][C:4]2[N:5]([CH:30]=[C:2]([NH:1][C:43]([CH:40]3[CH2:41][CH2:42][NH:38][CH2:39]3)=[O:44])[N:3]=2)[N:6]=1)=[O:29]. (2) Given the reactants O[O:2][S:3]([O-:5])=O.[K+].[Cl:7][C:8]1[CH:9]=[C:10]([C:16]2([C:40]([F:43])([F:42])[F:41])[O:20][N:19]=[C:18]([C:21]3[CH:22]=[C:23]4[C:27](=[CH:28][CH:29]=3)[C:26]3([CH2:32][N:31]([C:33]([CH:35]5[CH2:38]S(=O)[CH2:36]5)=[O:34])[CH2:30]3)[O:25][CH2:24]4)[CH2:17]2)[CH:11]=[C:12]([Cl:15])[C:13]=1[F:14], predict the reaction product. The product is: [Cl:15][C:12]1[CH:11]=[C:10]([C:16]2([C:40]([F:41])([F:43])[F:42])[O:20][N:19]=[C:18]([C:21]3[CH:22]=[C:23]4[C:27](=[CH:28][CH:29]=3)[C:26]3([CH2:32][N:31]([C:33]([CH:35]5[CH2:38][S:3](=[O:5])(=[O:2])[CH2:36]5)=[O:34])[CH2:30]3)[O:25][CH2:24]4)[CH2:17]2)[CH:9]=[C:8]([Cl:7])[C:13]=1[F:14]. (3) Given the reactants [NH2:1][C:2]1[CH:3]=[CH:4][C:5]([O:8][CH2:9][C:10]2[CH:15]=[CH:14][N:13]=[CH:12][CH:11]=2)=[N:6][CH:7]=1.[C:16](=O)([O:18]C1C=CC=CC=1)N.[CH3:26][O:27][C:28]1[CH:29]=[C:30]2[C:34](=[CH:35][C:36]=1[C:37]([F:40])([F:39])[F:38])[NH:33][CH2:32][CH2:31]2, predict the reaction product. The product is: [CH3:26][O:27][C:28]1[CH:29]=[C:30]2[C:34](=[CH:35][C:36]=1[C:37]([F:40])([F:38])[F:39])[N:33]([C:16](=[O:18])[NH:1][C:2]1[CH:7]=[N:6][C:5]([O:8][CH2:9][C:10]3[CH:15]=[CH:14][N:13]=[CH:12][CH:11]=3)=[CH:4][CH:3]=1)[CH2:32][CH2:31]2. (4) Given the reactants [CH2:1]([O:3][C:4](=[O:16])[CH2:5][N:6]1[C:10]([Si](C)(C)C)=[C:9]([CH3:15])[N:8]=[N:7]1)[CH3:2].F, predict the reaction product. The product is: [CH2:1]([O:3][C:4](=[O:16])[CH2:5][N:6]1[CH:10]=[C:9]([CH3:15])[N:8]=[N:7]1)[CH3:2].